From a dataset of Full USPTO retrosynthesis dataset with 1.9M reactions from patents (1976-2016). Predict the reactants needed to synthesize the given product. Given the product [CH3:47][N:48]([CH2:49][C:50]1[S:51][CH:52]=[CH:53][CH:54]=1)[C:44]([C:27]1[N:28]=[C:29]2[C:34]([C:35]([F:38])([F:36])[F:37])=[CH:33][C:32]([C:39]3[CH:43]=[CH:42][O:41][CH:40]=3)=[CH:31][N:30]2[C:26]=1[Cl:25])=[O:45], predict the reactants needed to synthesize it. The reactants are: CN(C(ON1N=NC2C=CC=NC1=2)=[N+](C)C)C.F[P-](F)(F)(F)(F)F.[Cl:25][C:26]1[N:30]2[CH:31]=[C:32]([C:39]3[CH:43]=[CH:42][O:41][CH:40]=3)[CH:33]=[C:34]([C:35]([F:38])([F:37])[F:36])[C:29]2=[N:28][C:27]=1[C:44](O)=[O:45].[CH3:47][NH:48][CH2:49][C:50]1[S:51][CH:52]=[CH:53][CH:54]=1.